From a dataset of Catalyst prediction with 721,799 reactions and 888 catalyst types from USPTO. Predict which catalyst facilitates the given reaction. (1) Reactant: [NH2:1][C:2]1[CH:6]=[CH:5][S:4][C:3]=1[C:7]([NH2:9])=[O:8].[F:10][C:11]1[CH:18]=[N:17][CH:16]=[CH:15][C:12]=1[CH:13]=O.Cl.O1CCOCC1. Product: [F:10][C:11]1[CH:18]=[N:17][CH:16]=[CH:15][C:12]=1[C:13]1[N:9]=[C:7]([OH:8])[C:3]2[S:4][CH:5]=[CH:6][C:2]=2[N:1]=1. The catalyst class is: 5. (2) Reactant: [C:1]([NH:9][NH:10][C@H:11]([C@@H:17]([CH3:20])[CH:18]=[CH2:19])[C:12]([O:14][CH2:15][CH3:16])=[O:13])(=[O:8])[C:2]1[CH:7]=[CH:6][CH:5]=[CH:4][CH:3]=1. Product: [C:1]([NH:9][NH:10][C@H:11]([C@@H:17]([CH3:20])[CH2:18][CH3:19])[C:12]([O:14][CH2:15][CH3:16])=[O:13])(=[O:8])[C:2]1[CH:3]=[CH:4][CH:5]=[CH:6][CH:7]=1. The catalyst class is: 63. (3) Reactant: [NH2:1][OH:2].[Br:3][C:4]1[S:5][CH:6]=[C:7]([CH:9]=O)[N:8]=1.[F:11][C:12]1[CH:19]=[CH:18][CH:17]=[C:16]([F:20])[C:13]=1[CH:14]=[CH2:15].Cl[O-].[Na+]. Product: [Br:3][C:4]1[S:5][CH:6]=[C:7]([C:9]2[CH2:15][CH:14]([C:13]3[C:12]([F:11])=[CH:19][CH:18]=[CH:17][C:16]=3[F:20])[O:2][N:1]=2)[N:8]=1. The catalyst class is: 199. (4) Reactant: C(=O)([O-])[O-].[K+].[K+].[Cl:7][C:8]1[CH:9]=[C:10]([OH:15])[CH:11]=[CH:12][C:13]=1[Cl:14].[Br:16][C:17]1[CH:22]=[C:21]([Cl:23])[C:20]([CH2:24]Br)=[CH:19][C:18]=1[F:26]. The catalyst class is: 21. Product: [Br:16][C:17]1[CH:22]=[C:21]([Cl:23])[C:20]([CH2:24][O:15][C:10]2[CH:11]=[CH:12][C:13]([Cl:14])=[C:8]([Cl:7])[CH:9]=2)=[CH:19][C:18]=1[F:26]. (5) Reactant: [BH4-].[Na+].[NH2:3][C:4]1[O:5][CH2:6][C:7]2([N:30]=1)[C@@H:20]1[C@H:15]([CH2:16][CH2:17][C:18](=[O:21])[CH2:19]1)[O:14][C:13]1[C:8]2=[CH:9][C:10]([C:22]2[CH:23]=[N:24][CH:25]=[C:26]([CH:29]=2)[C:27]#[N:28])=[CH:11][CH:12]=1. Product: [NH2:3][C:4]1[O:5][CH2:6][C:7]2([N:30]=1)[C@@H:20]1[C@H:15]([CH2:16][CH2:17][C@H:18]([OH:21])[CH2:19]1)[O:14][C:13]1[C:8]2=[CH:9][C:10]([C:22]2[CH:23]=[N:24][CH:25]=[C:26]([CH:29]=2)[C:27]#[N:28])=[CH:11][CH:12]=1. The catalyst class is: 92.